Dataset: Full USPTO retrosynthesis dataset with 1.9M reactions from patents (1976-2016). Task: Predict the reactants needed to synthesize the given product. (1) Given the product [CH3:1][N:2]1[CH:6]=[CH:5][N:4]=[C:3]1[C:24]1[NH:22][N:27]=[CH:8][C:9]=1[CH3:10], predict the reactants needed to synthesize it. The reactants are: [CH3:1][N:2]1[CH:6]=[CH:5][N:4]=[CH:3]1.C([Li])[CH2:8][CH2:9][CH3:10].C(=O)(OC)OCC.COC(OC)[N:22]([CH3:24])C.[NH2:27]N. (2) Given the product [Cl:1][C:2]1[CH:7]=[CH:6][C:5]([S:8]([C:11]2([C:18]3[CH:23]=[C:22]([F:24])[CH:21]=[CH:20][C:19]=3[F:25])[CH2:16][CH2:15][CH2:14][CH2:13][CH2:12]2)(=[O:10])=[O:9])=[CH:4][CH:3]=1, predict the reactants needed to synthesize it. The reactants are: [Cl:1][C:2]1[CH:7]=[CH:6][C:5]([S:8]([CH:11]([C:18]2[CH:23]=[C:22]([F:24])[CH:21]=[CH:20][C:19]=2[F:25])[CH2:12][CH2:13][CH2:14][CH2:15][CH2:16]O)(=[O:10])=[O:9])=[CH:4][CH:3]=1.C(C=P(CCCC)(CCCC)CCCC)#N. (3) Given the product [CH3:17][O:16][CH2:15][CH2:14][N:4]([CH2:1][CH2:2][CH3:3])[C:5]1[CH:10]=[CH:9][C:8]([NH2:11])=[CH:7][CH:6]=1, predict the reactants needed to synthesize it. The reactants are: [CH:1]1([N:4]([CH2:14][CH2:15][O:16][CH3:17])[C:5]2[CH:10]=[CH:9][C:8]([N+:11]([O-])=O)=[CH:7][CH:6]=2)[CH2:3][CH2:2]1. (4) Given the product [Br:1][C:2]1[CH:3]=[CH:4][C:5]([CH:8]([CH2:19][CH:20]([CH3:22])[CH3:21])[CH2:9][C:10]([C:12]2[CH:13]=[CH:14][C:15](=[O:18])[N:16]([CH3:25])[CH:17]=2)=[O:11])=[CH:6][CH:7]=1, predict the reactants needed to synthesize it. The reactants are: [Br:1][C:2]1[CH:7]=[CH:6][C:5]([CH:8]([CH2:19][CH:20]([CH3:22])[CH3:21])[CH2:9][C:10]([C:12]2[CH:13]=[CH:14][C:15](=[O:18])[NH:16][CH:17]=2)=[O:11])=[CH:4][CH:3]=1.IC.[C:25](=O)([O-])[O-].[K+].[K+]. (5) Given the product [CH:16]1([NH:15][C:14]2[CH:4]=[CH:5][C:6]([C:7]([O:9][CH2:10][CH3:11])=[O:8])=[CH:12][C:33]=2[N:31]([CH3:30])[CH3:32])[CH2:23][CH2:22][CH2:21][CH2:20][CH2:19][CH2:18][CH2:17]1, predict the reactants needed to synthesize it. The reactants are: CI.N[C:4]1[CH:5]=[C:6]([CH:12]=C[C:14]=1[NH:15][CH:16]1[CH2:23][CH2:22][CH2:21][CH2:20][CH2:19][CH2:18][CH2:17]1)[C:7]([O:9][CH2:10][CH3:11])=[O:8].C([O-])([O-])=O.[K+].[K+].[CH3:30][N:31]([CH:33]=O)[CH3:32]. (6) Given the product [Cl:16][C:13]1[CH:14]=[CH:15][C:10]([CH:7]2[C:8]3[N:31]([CH:28]4[CH2:30][CH2:29]4)[N:32]=[C:1]([CH3:2])[C:4]=3[C:5](=[O:26])[N:6]2[C:17]2[CH:22]=[C:21]([CH3:23])[C:20](=[O:24])[N:19]([CH3:25])[CH:18]=2)=[CH:11][CH:12]=1, predict the reactants needed to synthesize it. The reactants are: [C:1]([CH:4]1[C:8](=O)[CH:7]([C:10]2[CH:15]=[CH:14][C:13]([Cl:16])=[CH:12][CH:11]=2)[N:6]([C:17]2[CH:22]=[C:21]([CH3:23])[C:20](=[O:24])[N:19]([CH3:25])[CH:18]=2)[C:5]1=[O:26])(=O)[CH3:2].Cl.[CH:28]1([NH:31][NH2:32])[CH2:30][CH2:29]1. (7) Given the product [CH2:14]([O:21][C:22]1[C:27]([CH3:28])=[CH:26][C:25]([C:29]#[C:30][C:2]2[CH:9]=[C:8]([O:10][CH3:11])[CH:7]=[C:6]([O:12][CH3:13])[C:3]=2[CH:4]=[O:5])=[CH:24][C:23]=1[CH3:31])[C:15]1[CH:20]=[CH:19][CH:18]=[CH:17][CH:16]=1, predict the reactants needed to synthesize it. The reactants are: Br[C:2]1[CH:9]=[C:8]([O:10][CH3:11])[CH:7]=[C:6]([O:12][CH3:13])[C:3]=1[CH:4]=[O:5].[CH2:14]([O:21][C:22]1[C:27]([CH3:28])=[CH:26][C:25]([C:29]#[CH:30])=[CH:24][C:23]=1[CH3:31])[C:15]1[CH:20]=[CH:19][CH:18]=[CH:17][CH:16]=1.O. (8) Given the product [Br:20][C:21]1[CH:22]=[C:23]2[C:27](=[CH:28][CH:29]=1)[NH:26][CH:25]=[C:24]2[CH2:30][CH2:31][NH:32][C:13](=[O:15])[C:12]1[CH:11]=[CH:10][C:9]([CH2:42][C:43]2[CH:65]=[CH:64][CH:46]=[C:45]([F:50])[CH:44]=2)=[CH:17][CH:16]=1, predict the reactants needed to synthesize it. The reactants are: FC1C=C(N(C)[C:9]2[CH:17]=[CH:16][C:12]([C:13]([OH:15])=O)=[CH:11][CH:10]=2)C=CC=1.Cl.[Br:20][C:21]1[CH:22]=[C:23]2[C:27](=[CH:28][CH:29]=1)[NH:26][CH:25]=[C:24]2[CH2:30][CH2:31][NH2:32].CN(C(ON1N=N[C:43]2[CH:44]=[CH:45][CH:46]=N[C:42]1=2)=[N+](C)C)C.[F:50][P-](F)(F)(F)(F)F.C(N([CH2:64][CH3:65])C(C)C)(C)C. (9) Given the product [NH2:24][C:16]([CH2:15][CH2:14][C:11]1[CH:10]=[CH:9][C:8]([C:5]2[CH:6]=[CH:7][C:2]([S:36][C:32]3[CH:33]=[CH:34][CH:35]=[C:30]([F:29])[CH:31]=3)=[CH:3][C:4]=2[F:28])=[CH:13][CH:12]=1)([CH2:21][OH:20])[CH2:17][OH:18], predict the reactants needed to synthesize it. The reactants are: Br[C:2]1[CH:7]=[CH:6][C:5]([C:8]2[CH:13]=[CH:12][C:11]([CH2:14][CH2:15][C:16]3([NH:24]C(=O)C)[CH2:21][O:20]C(C)(C)[O:18][CH2:17]3)=[CH:10][CH:9]=2)=[C:4]([F:28])[CH:3]=1.[F:29][C:30]1[CH:31]=[C:32]([SH:36])[CH:33]=[CH:34][CH:35]=1.C(N(C(C)C)CC)(C)C.C1(P(C2C=CC=CC=2)C2C3OC4C(=CC=CC=4P(C4C=CC=CC=4)C4C=CC=CC=4)C(C)(C)C=3C=CC=2)C=CC=CC=1. (10) Given the product [C:36]([O:35][C:33]([N:28]1[CH2:27][C@H:26]([C:40]([OH:57])=[O:41])[N:25]([C:23](=[O:24])[C@@H:22]2[CH2:42][C@@H:43]([F:45])[CH2:44][N:21]2[C:19]([C:13]2[S:12][C:11]3=[N:10][C@:9]([C:47]4[CH:48]=[N:49][C:50]([Cl:53])=[CH:51][CH:52]=4)([CH3:46])[C@@H:8]([C:5]4[CH:6]=[CH:7][C:2]([Cl:1])=[C:3]([F:54])[CH:4]=4)[N:15]3[C:14]=2[CH:16]([CH3:17])[CH3:18])=[O:20])[CH2:32][C:29]21[CH2:31][CH2:30]2)=[O:34])([CH3:39])([CH3:37])[CH3:38], predict the reactants needed to synthesize it. The reactants are: [Cl:1][C:2]1[CH:7]=[CH:6][C:5]([C@H:8]2[N:15]3[C:11]([S:12][C:13]([C:19]([N:21]4[CH2:44][C@H:43]([F:45])[CH2:42][C@H:22]4[C:23]([N:25]4[CH2:32][C:29]5([CH2:31][CH2:30]5)[N:28]([C:33]([O:35][C:36]([CH3:39])([CH3:38])[CH3:37])=[O:34])[CH2:27][C@@H:26]4[CH2:40][OH:41])=[O:24])=[O:20])=[C:14]3[CH:16]([CH3:18])[CH3:17])=[N:10][C@:9]2([C:47]2[CH:48]=[N:49][C:50]([Cl:53])=[CH:51][CH:52]=2)[CH3:46])=[CH:4][C:3]=1[F:54].C(O)(=[O:57])C.C(O)(=O)C.IC1C=CC=CC=1.CC1(C)N([O])C(C)(C)CCC1.S([O-])([O-])(=O)=S.[Na+].[Na+].